This data is from Reaction yield outcomes from USPTO patents with 853,638 reactions. The task is: Predict the reaction yield, written as a fraction of the theoretical maximum amount of product (1.0 means a 100% yield; for example, 0.34 means a 34% yield). (1) The reactants are [F:1][C:2]1[CH:7]=[CH:6][C:5]([CH2:8][C:9]2[CH:18]=[C:17]3[C:12]([C:13]([OH:26])=[C:14]([C:21](OCC)=[O:22])[C:15](=[O:20])[N:16]3[CH3:19])=[N:11][CH:10]=2)=[CH:4][CH:3]=1.[N:27]1([CH2:32][CH2:33][CH2:34][NH2:35])[CH2:31][CH2:30][CH2:29][CH2:28]1. The catalyst is C(Cl)(Cl)Cl. The product is [F:1][C:2]1[CH:7]=[CH:6][C:5]([CH2:8][C:9]2[CH:18]=[C:17]3[C:12]([C:13]([OH:26])=[C:14]([C:21]([NH:35][CH2:34][CH2:33][CH2:32][N:27]4[CH2:31][CH2:30][CH2:29][CH2:28]4)=[O:22])[C:15](=[O:20])[N:16]3[CH3:19])=[N:11][CH:10]=2)=[CH:4][CH:3]=1. The yield is 0.600. (2) The reactants are [C:1]1([N:7]2[C:11]([NH2:12])=[C:10]3[CH2:13][CH2:14][CH2:15][C:9]3=[N:8]2)[CH:6]=[CH:5][CH:4]=[CH:3][CH:2]=1.N1([C:21](N2C=CN=C2)=[S:22])C=CN=C1.CCN(C(C)C)C(C)C.[CH3:37][O:38][CH2:39][CH2:40][N:41]1[CH2:45][C@@H:44]([C:46]2[CH:51]=[CH:50][CH:49]=[CH:48][CH:47]=2)[C@H:43]([NH2:52])[CH2:42]1. The catalyst is C(Cl)(Cl)Cl. The product is [CH3:37][O:38][CH2:39][CH2:40][N:41]1[CH2:45][C@@H:44]([C:46]2[CH:51]=[CH:50][CH:49]=[CH:48][CH:47]=2)[C@H:43]([NH:52][C:21]([NH:12][C:11]2[N:7]([C:1]3[CH:2]=[CH:3][CH:4]=[CH:5][CH:6]=3)[N:8]=[C:9]3[CH2:15][CH2:14][CH2:13][C:10]=23)=[S:22])[CH2:42]1. The yield is 0.670. (3) The reactants are S[C:2]1[N:3]=[C:4]([OH:12])[C:5]2[C@H:10]([CH3:11])[CH2:9][CH2:8][C:6]=2[N:7]=1.[NH4+].[OH-]. The catalyst is O.[Ni]. The product is [CH3:11][C@H:10]1[C:5]2[C:4]([OH:12])=[N:3][CH:2]=[N:7][C:6]=2[CH2:8][CH2:9]1. The yield is 0.990.